This data is from Full USPTO retrosynthesis dataset with 1.9M reactions from patents (1976-2016). The task is: Predict the reactants needed to synthesize the given product. (1) Given the product [I:15][C:6]1[CH:11]=[CH:10][N:9]=[C:8]2[NH:12][CH:13]=[CH:14][C:7]=12, predict the reactants needed to synthesize it. The reactants are: C(Cl)(=O)C.Cl[C:6]1[CH:11]=[CH:10][N:9]=[C:8]2[NH:12][CH:13]=[CH:14][C:7]=12.[I-:15].[Na+]. (2) The reactants are: [N:1]1([C:7]2[C:8]3[N:22]=[N:21][N:20]([CH:23]4[CH2:28][CH2:27][NH:26][CH2:25][CH2:24]4)[C:9]=3[N:10]=[C:11]([C:13]3[CH:14]=[C:15]([OH:19])[CH:16]=[N:17][CH:18]=3)[N:12]=2)[CH2:6][CH2:5][O:4][CH2:3][CH2:2]1.[CH3:29][N:30]1[C:34]([CH:35]=O)=[CH:33][N:32]=[CH:31]1.[BH3-]C#N.[Na+]. Given the product [CH3:29][N:30]1[C:34]([CH2:35][N:26]2[CH2:27][CH2:28][CH:23]([N:20]3[C:9]4[N:10]=[C:11]([C:13]5[CH:14]=[C:15]([OH:19])[CH:16]=[N:17][CH:18]=5)[N:12]=[C:7]([N:1]5[CH2:2][CH2:3][O:4][CH2:5][CH2:6]5)[C:8]=4[N:22]=[N:21]3)[CH2:24][CH2:25]2)=[CH:33][N:32]=[CH:31]1, predict the reactants needed to synthesize it. (3) Given the product [CH3:1][O:2][C:3]([C:4]1[CH:5]=[C:6]([C:8]2[CH:13]=[CH:12][C:11]([C:14]#[N:15])=[CH:10][N:9]=2)[N:25]([C:22]2[N:21]=[N:20][C:19]([Cl:18])=[CH:24][CH:23]=2)[N:26]=1)=[O:17], predict the reactants needed to synthesize it. The reactants are: [CH3:1][O:2][C:3](=[O:17])[C:4](=O)[CH2:5][C:6]([C:8]1[CH:13]=[CH:12][C:11]([C:14]#[N:15])=[CH:10][N:9]=1)=O.[Cl:18][C:19]1[N:20]=[N:21][C:22]([NH:25][NH2:26])=[CH:23][CH:24]=1.C(O)(=O)C.Cl. (4) Given the product [CH2:18]([O:17][P:16]([CH2:21][CH2:22][CH2:23][O:9][C:5]1[CH:6]=[C:7]([CH3:8])[C:2]([Br:1])=[C:3]([CH3:10])[CH:4]=1)(=[O:20])[O:15][CH2:13][CH3:14])[CH3:19], predict the reactants needed to synthesize it. The reactants are: [Br:1][C:2]1[C:7]([CH3:8])=[CH:6][C:5]([OH:9])=[CH:4][C:3]=1[CH3:10].[H-].[Na+].[CH2:13]([O:15][P:16]([CH2:21][CH2:22][CH2:23]Br)(=[O:20])[O:17][CH2:18][CH3:19])[CH3:14]. (5) The reactants are: [NH2:1][C:2]1[CH:10]=[CH:9][C:8]([I:11])=[CH:7][C:3]=1[C:4](O)=[O:5].F[P-](F)(F)(F)(F)F.N1(OC(N(C)C)=[N+](C)C)[C:23]2[N:24]=[CH:25]C=CC=2N=N1.C(N(CC)CC)C.CNC. Given the product [NH2:1][C:2]1[CH:10]=[CH:9][C:8]([I:11])=[CH:7][C:3]=1[C:4]([N:24]([CH3:25])[CH3:23])=[O:5], predict the reactants needed to synthesize it. (6) Given the product [Br:1][C:2]1[C:10]([F:11])=[CH:9][C:8]([C:12]#[N:14])=[C:7]2[C:3]=1[C:4]([CH3:16])=[C:5]([CH3:15])[NH:6]2, predict the reactants needed to synthesize it. The reactants are: [Br:1][C:2]1[C:10]([F:11])=[CH:9][C:8]([C:12]([NH2:14])=O)=[C:7]2[C:3]=1[C:4]([CH3:16])=[C:5]([CH3:15])[NH:6]2.P(Cl)(Cl)(Cl)=O.